The task is: Regression. Given two drug SMILES strings and cell line genomic features, predict the synergy score measuring deviation from expected non-interaction effect.. This data is from NCI-60 drug combinations with 297,098 pairs across 59 cell lines. (1) Drug 1: CC1=C(C=C(C=C1)NC(=O)C2=CC=C(C=C2)CN3CCN(CC3)C)NC4=NC=CC(=N4)C5=CN=CC=C5. Drug 2: C1CN(CCN1C(=O)CCBr)C(=O)CCBr. Cell line: PC-3. Synergy scores: CSS=8.91, Synergy_ZIP=-0.255, Synergy_Bliss=5.24, Synergy_Loewe=1.70, Synergy_HSA=4.35. (2) Drug 1: CC1=C(C=C(C=C1)NC2=NC=CC(=N2)N(C)C3=CC4=NN(C(=C4C=C3)C)C)S(=O)(=O)N.Cl. Drug 2: CC1=C(C=C(C=C1)NC(=O)C2=CC=C(C=C2)CN3CCN(CC3)C)NC4=NC=CC(=N4)C5=CN=CC=C5. Cell line: NCI-H522. Synergy scores: CSS=3.52, Synergy_ZIP=-0.263, Synergy_Bliss=2.27, Synergy_Loewe=0.00473, Synergy_HSA=0.748. (3) Drug 1: CN(C)N=NC1=C(NC=N1)C(=O)N. Drug 2: C1CC(=O)NC(=O)C1N2C(=O)C3=CC=CC=C3C2=O. Cell line: CCRF-CEM. Synergy scores: CSS=30.7, Synergy_ZIP=7.68, Synergy_Bliss=8.92, Synergy_Loewe=4.39, Synergy_HSA=9.55.